From a dataset of Forward reaction prediction with 1.9M reactions from USPTO patents (1976-2016). Predict the product of the given reaction. The product is: [Cl:15][C:16]1[CH:17]=[CH:18][C:19]([CH:24]([C:7]2[CH:12]=[CH:11][C:10]([S:13][CH3:14])=[CH:9][CH:8]=2)[OH:25])=[N:20][C:21]=1[O:22][CH3:23]. Given the reactants C([Li])CCC.Br[C:7]1[CH:12]=[CH:11][C:10]([S:13][CH3:14])=[CH:9][CH:8]=1.[Cl:15][C:16]1[CH:17]=[CH:18][C:19]([CH:24]=[O:25])=[N:20][C:21]=1[O:22][CH3:23].[Cl-].[NH4+], predict the reaction product.